Dataset: Reaction yield outcomes from USPTO patents with 853,638 reactions. Task: Predict the reaction yield, written as a fraction of the theoretical maximum amount of product (1.0 means a 100% yield; for example, 0.34 means a 34% yield). The reactants are C(OC([N:8]([C:12]1[C:16]2[CH:17]=[C:18]([Cl:35])[C:19]([CH2:21][O:22][C:23]3[CH:34]=[CH:33][C:26]4[CH2:27][CH2:28][C:29]([CH3:32])([CH3:31])[O:30][C:25]=4[CH:24]=3)=[CH:20][C:15]=2[O:14][N:13]=1)C(=O)[O-])=O)(C)(C)C.FC(F)(F)C(O)=O.C([O-])([O-])=O.[Na+].[Na+]. The catalyst is C(Cl)Cl. The product is [Cl:35][C:18]1[C:19]([CH2:21][O:22][C:23]2[CH:24]=[C:25]3[C:26]([CH2:27][CH2:28][C:29]([CH3:32])([CH3:31])[O:30]3)=[CH:33][CH:34]=2)=[CH:20][C:15]2[O:14][N:13]=[C:12]([NH2:8])[C:16]=2[CH:17]=1. The yield is 0.800.